Dataset: M1 muscarinic receptor agonist screen with 61,833 compounds. Task: Binary Classification. Given a drug SMILES string, predict its activity (active/inactive) in a high-throughput screening assay against a specified biological target. (1) The compound is S(CC(=O)NC(=O)NCc1ccccc1)c1scc(n1)C. The result is 0 (inactive). (2) The drug is s1c2c(n3c1nc(c3)c1cc(OC)ccc1)ccc(C(=O)NC1CCN(CC1)C(OCC)=O)c2. The result is 0 (inactive). (3) The compound is O1C2(N(c3c(C2(C)C)cccc3)C)C=Cc2c1ccc(O)c2. The result is 0 (inactive).